Dataset: Full USPTO retrosynthesis dataset with 1.9M reactions from patents (1976-2016). Task: Predict the reactants needed to synthesize the given product. Given the product [F:8][C:9]1[C:19]2[N:18]([CH3:20])[C:17](=[O:21])[O:16][CH2:15][CH2:14][C:13]=2[CH:12]=[C:11]([N:22]2[CH2:26][C@H:25]([CH2:27][NH:28][C:29](=[O:35])[O:30][CH3:31])[O:24][C:23]2=[O:36])[CH:10]=1, predict the reactants needed to synthesize it. The reactants are: FC(F)(F)C(O)=O.[F:8][C:9]1[C:19]2[N:18]([CH3:20])[C:17](=[O:21])[O:16][CH2:15][CH2:14][C:13]=2[CH:12]=[C:11]([N:22]2[CH2:26][C@H:25]([CH2:27][NH:28][C:29](=[O:35])[O:30][C:31](C)(C)C)[O:24][C:23]2=[O:36])[CH:10]=1.ClC(OC)=O.C(N(C(C)C)CC)(C)C.NC[C@@H]1OC(=O)N(C2C=C(F)C3N(C)C(=O)OCCC=3C=2)C1.